This data is from Peptide-MHC class I binding affinity with 185,985 pairs from IEDB/IMGT. The task is: Regression. Given a peptide amino acid sequence and an MHC pseudo amino acid sequence, predict their binding affinity value. This is MHC class I binding data. (1) The peptide sequence is APRELLQYI. The MHC is HLA-B15:17 with pseudo-sequence HLA-B15:17. The binding affinity (normalized) is 0.0847. (2) The binding affinity (normalized) is 0.496. The MHC is HLA-A31:01 with pseudo-sequence HLA-A31:01. The peptide sequence is ISYCRAFIY. (3) The peptide sequence is KSFLVHREW. The MHC is HLA-B15:17 with pseudo-sequence HLA-B15:17. The binding affinity (normalized) is 0.836. (4) The peptide sequence is ISGSNIVIF. The MHC is HLA-B58:01 with pseudo-sequence HLA-B58:01. The binding affinity (normalized) is 0.371. (5) The peptide sequence is EIIFYHPTF. The MHC is HLA-B15:09 with pseudo-sequence HLA-B15:09. The binding affinity (normalized) is 0.0847.